This data is from Catalyst prediction with 721,799 reactions and 888 catalyst types from USPTO. The task is: Predict which catalyst facilitates the given reaction. Reactant: [NH:1]1[CH:5]=[CH:4][CH:3]=[N:2]1.[C:6]([OH:10])(=[O:9])[CH:7]=[CH2:8]. Product: [N:1]1([CH2:8][CH2:7][C:6]([OH:10])=[O:9])[CH:5]=[CH:4][CH:3]=[N:2]1. The catalyst class is: 66.